This data is from Forward reaction prediction with 1.9M reactions from USPTO patents (1976-2016). The task is: Predict the product of the given reaction. (1) Given the reactants [CH2:1]([N:5]1[C:9]2=[CH:10][N:11]=[CH:12][CH:13]=[C:8]2[C:7](N2CCCCC2)=[CH:6]1)[CH2:2][CH2:3][CH3:4].[CH3:20][O:21][C:22](=[O:33])[C:23]1[CH:28]=[CH:27][CH:26]=[CH:25][C:24]=1[O:29][CH2:30][CH2:31]Cl, predict the reaction product. The product is: [CH3:20][O:21][C:22](=[O:33])[C:23]1[CH:28]=[CH:27][CH:26]=[CH:25][C:24]=1[O:29][CH2:30][CH2:31][N:11]1[CH2:12][CH2:13][CH:8]([C:7]2[C:8]3[C:9](=[CH:10][N:11]=[CH:12][CH:13]=3)[N:5]([CH2:1][CH2:2][CH2:3][CH3:4])[CH:6]=2)[CH2:9][CH2:10]1. (2) Given the reactants [CH3:1][N:2]1[C:7](=[O:8])[C:6]([NH:9][C:10]2[CH:15]=[CH:14][C:13]([N:16]3[CH2:21][CH2:20][N:19]([CH:22]4[CH2:25][O:24][CH2:23]4)[CH2:18][CH2:17]3)=[CH:12][N:11]=2)=[CH:5][C:4]([C:26]2[CH:33]=[N:32][CH:31]=[C:30]([N:34]3[CH2:46][CH2:45][N:37]4[C:38]5[CH2:39][CH2:40][CH2:41][CH2:42][C:43]=5[CH:44]=[C:36]4[C:35]3=[O:47])[C:27]=2[CH:28]=[O:29])=[CH:3]1.[BH4-].[Na+], predict the reaction product. The product is: [OH:29][CH2:28][C:27]1[C:26]([C:4]2[CH:5]=[C:6]([NH:9][C:10]3[CH:15]=[CH:14][C:13]([N:16]4[CH2:17][CH2:18][N:19]([CH:22]5[CH2:25][O:24][CH2:23]5)[CH2:20][CH2:21]4)=[CH:12][N:11]=3)[C:7](=[O:8])[N:2]([CH3:1])[CH:3]=2)=[CH:33][N:32]=[CH:31][C:30]=1[N:34]1[CH2:46][CH2:45][N:37]2[C:38]3[CH2:39][CH2:40][CH2:41][CH2:42][C:43]=3[CH:44]=[C:36]2[C:35]1=[O:47]. (3) Given the reactants [H-].[Al+3].[Li+].[H-].[H-].[H-].C(OC(=O)C[CH2:14][C:15]1[C:20]([Cl:21])=[CH:19][C:18]([O:22][CH2:23][CH:24]=[C:25]([Cl:27])[Cl:26])=[CH:17][C:16]=1[Cl:28])(C)(C)C.C([O:33][CH2:34][CH3:35])(=O)C.[OH2:36], predict the reaction product. The product is: [Cl:21][C:20]1[CH:19]=[C:18]([O:22][CH2:23][CH:24]=[C:25]([Cl:26])[Cl:27])[CH:17]=[C:16]([Cl:28])[C:15]=1[CH2:14][O:36][CH2:35][CH2:34][OH:33]. (4) Given the reactants C([O:5][C:6]([CH2:8][N:9]1[C:18]2[C:17]([O:19][CH3:20])=[CH:16][CH:15]=[C:14]([CH:21]=O)[C:13]=2[CH2:12][CH2:11][C:10]1=[O:23])=[O:7])(C)(C)C.[S:24]1[CH2:28][C:27](=[O:29])[NH:26][C:25]1=[O:30].N1C=CC=CC1, predict the reaction product. The product is: [C:6]([CH2:8][N:9]1[C:18]2[C:13](=[C:14]([CH2:21][CH:28]3[S:24][C:25](=[O:30])[NH:26][C:27]3=[O:29])[CH:15]=[CH:16][C:17]=2[O:19][CH3:20])[CH2:12][CH2:11][C:10]1=[O:23])([OH:5])=[O:7]. (5) The product is: [OH:1][C:2]1[C:7]([C:8]([F:10])([F:11])[F:9])=[N:6][N:5]([CH2:12][C:13]2[CH:14]=[CH:15][CH:16]=[CH:17][CH:18]=2)[C:4](=[O:19])[C:3]=1[C:20]([NH:54][CH2:29][C:39]([OH:41])=[O:40])=[O:21]. Given the reactants [OH:1][C:2]1[C:7]([C:8]([F:11])([F:10])[F:9])=[N:6][N:5]([CH2:12][C:13]2[CH:18]=[CH:17][CH:16]=[CH:15][CH:14]=2)[C:4](=[O:19])[C:3]=1[C:20](OCC)=[O:21].[H-].[Na+].OC1C(C(F)(F)F)=NNC(=O)[C:29]=1[C:39]([O:41]CC)=[O:40].C(Br)C1C=CC=CC=1.Cl.C[N:54](C)C=O, predict the reaction product. (6) Given the reactants Cl[C:2]1[N:7]=[C:6]([CH3:8])[C:5]([CH3:9])=[CH:4][CH:3]=1.[NH2:10][C@@H:11]1[CH2:16][CH2:15][C@H:14]([NH:17][C:18](=[O:27])[C:19]2[CH:24]=[CH:23][C:22]([F:25])=[C:21]([Cl:26])[CH:20]=2)[CH2:13][CH2:12]1.C(O)CCC.C([O-])(O)=O.[Na+], predict the reaction product. The product is: [Cl:26][C:21]1[CH:20]=[C:19]([CH:24]=[CH:23][C:22]=1[F:25])[C:18]([NH:17][C@H:14]1[CH2:13][CH2:12][C@@H:11]([NH:10][C:2]2[CH:3]=[CH:4][C:5]([CH3:9])=[C:6]([CH3:8])[N:7]=2)[CH2:16][CH2:15]1)=[O:27]. (7) The product is: [CH3:32][NH:31][CH2:36][CH2:37][NH:38][C:39](=[O:68])/[CH:40]=[CH:41]/[C@@H:42]([NH:50][C:51]([NH:53][C:54]1[CH:59]=[CH:58][C:57]([O:60][C:61]2[CH:66]=[CH:65][CH:64]=[CH:63][CH:62]=2)=[CH:56][CH:55]=1)=[O:52])[CH2:43][C:44]1[CH:49]=[CH:48][CH:47]=[CH:46][CH:45]=1. Given the reactants O(C1C=CC(NC(=O)N[C@@H](CC2C=CC=CC=2)/C=C/C(O)=O)=CC=1)C1C=CC=CC=1.[N:31]1([CH2:36][CH2:37][NH:38][C:39](=[O:68])/[CH:40]=[CH:41]/[C@@H:42]([NH:50][C:51]([NH:53][C:54]2[CH:59]=[CH:58][C:57]([O:60][C:61]3[CH:66]=[CH:65][C:64](F)=[CH:63][CH:62]=3)=[CH:56][CH:55]=2)=[O:52])[CH2:43][C:44]2[CH:49]=[CH:48][CH:47]=[CH:46][CH:45]=2)CCC[CH2:32]1.Cl.O(C1C=CC(N=C=O)=CC=1)C1C=CC=CC=1, predict the reaction product.